Task: Regression/Classification. Given a drug SMILES string, predict its toxicity properties. Task type varies by dataset: regression for continuous values (e.g., LD50, hERG inhibition percentage) or binary classification for toxic/non-toxic outcomes (e.g., AMES mutagenicity, cardiotoxicity, hepatotoxicity). Dataset: herg_karim.. Dataset: hERG potassium channel inhibition data for cardiac toxicity prediction from Karim et al. (1) The molecule is Cc1nnc(C(C)C)n1C1CCN(C(C)CC(NC(=O)C2CCC(F)(F)CC2)c2ccccc2)CC1. The result is 0 (non-blocker). (2) The compound is CC(C)(C)c1c[nH]c(C2Cc3c([nH]c4ccccc34)C(C3CCOCC3)N2)n1. The result is 1 (blocker). (3) The compound is O=[N+]([O-])c1cn2c(n1)OC[C@@H](OCc1ccc(OC(F)(F)F)cc1)C2. The result is 0 (non-blocker). (4) The molecule is O=C(c1ccccc1C(F)(F)F)N(c1ccccc1)C1CCNC1. The result is 0 (non-blocker). (5) The drug is COc1ccc2ncc(F)c([C@@H](O)CC[C@@H]3CCN(C4CC(c5cccc(F)c5F)C4)C[C@@H]3C(=O)O)c2c1. The result is 0 (non-blocker). (6) The molecule is COC1COCCC1N[C@@H]1C[C@H]2CN(C(=O)NC(C)C)C[C@@]2(C(=O)N2CCc3ncc(C(F)(F)F)cc3C2)C1. The result is 0 (non-blocker). (7) The compound is COc1cc(/C=C/c2nc3sc(C)c(C)c3c(=O)[nH]2)ccc1-n1cnc(C)c1. The result is 0 (non-blocker). (8) The compound is O=C(NC1CCN(Cc2ccn(-c3ccc(C(F)(F)F)cc3)c2)CC1)NC(Cn1cncn1)c1ccccc1. The result is 0 (non-blocker). (9) The molecule is C[n+]1c(CCc2ccccc2)cccc1CCc1ccccc1. The result is 1 (blocker).